Dataset: Full USPTO retrosynthesis dataset with 1.9M reactions from patents (1976-2016). Task: Predict the reactants needed to synthesize the given product. Given the product [NH2:11][C:7]1[CH:6]=[C:5]([CH:10]=[CH:9][CH:8]=1)[O:4][CH2:3][C@@H:2]([OH:1])[CH2:14][N:15]1[CH2:16][CH2:17][N:18]([S:21]([C:24]2[CH:29]=[CH:28][C:27]([O:30][CH3:31])=[CH:26][CH:25]=2)(=[O:23])=[O:22])[CH2:19][CH2:20]1, predict the reactants needed to synthesize it. The reactants are: [OH:1][C@@H:2]([CH2:14][N:15]1[CH2:20][CH2:19][N:18]([S:21]([C:24]2[CH:29]=[CH:28][C:27]([O:30][CH3:31])=[CH:26][CH:25]=2)(=[O:23])=[O:22])[CH2:17][CH2:16]1)[CH2:3][O:4][C:5]1[CH:10]=[CH:9][CH:8]=[C:7]([N+:11]([O-])=O)[CH:6]=1.C(Cl)(Cl)Cl.C=O.N1CCNCC1.